This data is from Reaction yield outcomes from USPTO patents with 853,638 reactions. The task is: Predict the reaction yield, written as a fraction of the theoretical maximum amount of product (1.0 means a 100% yield; for example, 0.34 means a 34% yield). (1) The reactants are [F:1][C:2]1[CH:7]=[C:6]([C:8](C)=[CH2:9])[CH:5]=[CH:4][C:3]=1[C@@H:11]([NH:13][C:14](=[O:20])[O:15][C:16]([CH3:19])([CH3:18])[CH3:17])[CH3:12].C(Cl)Cl.CSC.CC[O:29]C(C)=O.CCCCCCC. The catalyst is O. The product is [C:8]([C:6]1[CH:5]=[CH:4][C:3]([C@@H:11]([NH:13][C:14](=[O:20])[O:15][C:16]([CH3:19])([CH3:18])[CH3:17])[CH3:12])=[C:2]([F:1])[CH:7]=1)(=[O:29])[CH3:9]. The yield is 0.230. (2) The reactants are C([O-])([O-])=O.[Cs+].[Cs+].[C:7]([O:10][C@H:11]1[C@@H:24]([O:25][C:26](=[O:28])[CH3:27])[C@H:23]([O:29][C:30](=[O:32])[CH3:31])[C@@H:22]([CH2:33][O:34][C:35](=[O:37])[CH3:36])[O:21][C@@H:12]1[O:13][C:14]1[CH:19]=[CH:18][CH:17]=[C:16](I)[CH:15]=1)(=[O:9])[CH3:8].[N+:38]([C:41]1[CH:42]=[C:43]2[C:47](=[CH:48][CH:49]=1)[NH:46][CH2:45][CH2:44]2)([O-:40])=[O:39].C(OC(=O)C)(=O)C.C([O-])(O)=O.[Na+]. The catalyst is O1CCOCC1.C1C=CC(/C=C/C(/C=C/C2C=CC=CC=2)=O)=CC=1.C1C=CC(/C=C/C(/C=C/C2C=CC=CC=2)=O)=CC=1.C1C=CC(/C=C/C(/C=C/C2C=CC=CC=2)=O)=CC=1.[Pd].[Pd].CC(C1C=C(C(C)C)C(C2C=CC=CC=2P(C2CCCCC2)C2CCCCC2)=C(C(C)C)C=1)C.CCOC(C)=O.N1C=CC=CC=1. The product is [C:7]([O:10][C@H:11]1[C@@H:24]([O:25][C:26](=[O:28])[CH3:27])[C@H:23]([O:29][C:30](=[O:32])[CH3:31])[C@@H:22]([CH2:33][O:34][C:35](=[O:37])[CH3:36])[O:21][C@@H:12]1[O:13][C:14]1[CH:19]=[CH:18][CH:17]=[C:16]([N:46]2[C:47]3[C:43](=[CH:42][C:41]([N+:38]([O-:40])=[O:39])=[CH:49][CH:48]=3)[CH2:44][CH2:45]2)[CH:15]=1)(=[O:9])[CH3:8]. The yield is 0.800. (3) The reactants are [CH3:1][C:2]1[N:7]=[CH:6][C:5]([CH2:8][C:9]2[C:10](=[O:17])[N:11]=[C:12](SC)[NH:13][CH:14]=2)=[CH:4][N:3]=1.[NH2:18][CH2:19][CH2:20][C:21]1[CH:22]=[CH:23][C:24]([O:29][C:30]2[CH:35]=[CH:34][C:33]([Cl:36])=[C:32]([C:37]([F:40])([F:39])[F:38])[CH:31]=2)=[C:25]([CH:28]=1)[C:26]#[N:27]. No catalyst specified. The product is [Cl:36][C:33]1[CH:34]=[CH:35][C:30]([O:29][C:24]2[CH:23]=[CH:22][C:21]([CH2:20][CH2:19][NH:18][C:12]3[NH:13][CH:14]=[C:9]([CH2:8][C:5]4[CH:4]=[N:3][C:2]([CH3:1])=[N:7][CH:6]=4)[C:10](=[O:17])[N:11]=3)=[CH:28][C:25]=2[C:26]#[N:27])=[CH:31][C:32]=1[C:37]([F:38])([F:39])[F:40]. The yield is 0.297. (4) The reactants are [C:1]([O-:4])(O)=[O:2].[Na+].[NH2:6][CH2:7][CH2:8][CH2:9][OH:10].[C:11]1(COC(Cl)=O)[C:23]2[CH2:22][C:21]3[C:16](=[CH:17][CH:18]=[CH:19][CH:20]=3)[C:15]=2[CH:14]=[CH:13][CH:12]=1.O1CCOC[CH2:30]1. The catalyst is CCOC(C)=O.O. The product is [CH:11]1[C:23]2[CH:22]([O:4][C:1](=[O:2])[N:6]([CH3:30])[CH2:7][CH2:8][CH2:9][OH:10])[C:21]3[C:16](=[CH:17][CH:18]=[CH:19][CH:20]=3)[C:15]=2[CH:14]=[CH:13][CH:12]=1. The yield is 1.05. (5) The reactants are [CH:1]1([N:7]2[C:11]([C:12]3[CH:17]=[CH:16][C:15]([NH2:18])=[C:14]([NH:19][CH2:20][CH:21]([CH3:23])[CH3:22])[CH:13]=3)=[C:10]([C:24]3[CH:29]=[CH:28][CH:27]=[CH:26][CH:25]=3)[N:9]=[CH:8]2)[CH2:6][CH2:5][CH2:4][CH2:3][CH2:2]1.[CH:30](OC)(OC)OC. No catalyst specified. The product is [CH2:20]([N:19]1[C:14]2[CH:13]=[C:12]([C:11]3[N:7]([CH:1]4[CH2:2][CH2:3][CH2:4][CH2:5][CH2:6]4)[CH:8]=[N:9][C:10]=3[C:24]3[CH:25]=[CH:26][CH:27]=[CH:28][CH:29]=3)[CH:17]=[CH:16][C:15]=2[N:18]=[CH:30]1)[CH:21]([CH3:23])[CH3:22]. The yield is 0.730. (6) The yield is 0.920. No catalyst specified. The reactants are C(O[C:6](=[O:19])[NH:7][C:8]1[S:9][C:10]2[CH:16]=[CH:15][CH:14]=[C:13]([O:17][CH3:18])[C:11]=2[N:12]=1)(C)(C)C.[CH2:20]([NH2:26])C1OC=CC=1.[O:27]1[CH2:32][CH2:31]O[CH2:29][CH2:28]1. The product is [O:27]1[CH:32]=[CH:31][CH:29]=[C:28]1[N:26]([CH3:20])[C:6]([NH:7][C:8]1[S:9][C:10]2[CH:16]=[CH:15][CH:14]=[C:13]([O:17][CH3:18])[C:11]=2[N:12]=1)=[O:19]. (7) The reactants are [Cl:1][C:2]1[C:10]2[N:9]=[C:8]3[N:11]([C:15]4[CH:20]=[CH:19][C:18]([Cl:21])=[CH:17][C:16]=4[Cl:22])[CH2:12][CH2:13][CH2:14][N:7]3[C:6]=2[C:5]([CH:23]([O:26][CH:27]=[CH2:28])[CH2:24][CH3:25])=[CH:4][CH:3]=1.[CH2:29]([Zn]CC)C.CCCCCC.ICI. The catalyst is ClCCl.C(OCC)(=O)C. The product is [Cl:1][C:2]1[C:10]2[N:9]=[C:8]3[N:11]([C:15]4[CH:20]=[CH:19][C:18]([Cl:21])=[CH:17][C:16]=4[Cl:22])[CH2:12][CH2:13][CH2:14][N:7]3[C:6]=2[C:5]([CH:23]([O:26][CH:27]2[CH2:29][CH2:28]2)[CH2:24][CH3:25])=[CH:4][CH:3]=1. The yield is 0.920. (8) The reactants are [C:1]1([CH2:7][CH2:8][CH2:9][CH2:10][CH2:11][CH2:12][CH2:13][CH2:14][NH:15][C:16](=[O:43])[C:17]2[CH:22]=[C:21]([C:23]3[CH:28]=[CH:27][C:26]([F:29])=[C:25]([CH3:30])[CH:24]=3)[C:20]([O:31][CH2:32][CH2:33][OH:34])=[C:19]([C:35]3[CH:40]=[CH:39][C:38]([F:41])=[C:37]([CH3:42])[CH:36]=3)[CH:18]=2)[CH:6]=[CH:5][CH:4]=[CH:3][CH:2]=1.C[N+]1([O-])CC[O:48]CC1.S(S([O-])=O)([O-])(=O)=O.[Na+].[Na+].S(S([O-])=O)([O-])=O.[Na+].[Na+].Cl. The catalyst is C(#N)C.CCC[N+](CCC)(CCC)CCC.[O-][Ru](=O)(=O)=O.CC(O)=O.CCOC(C)=O. The product is [F:29][C:26]1[CH:27]=[CH:28][C:23]([C:21]2[CH:22]=[C:17]([C:16](=[O:43])[NH:15][CH2:14][CH2:13][CH2:12][CH2:11][CH2:10][CH2:9][CH2:8][CH2:7][C:1]3[CH:6]=[CH:5][CH:4]=[CH:3][CH:2]=3)[CH:18]=[C:19]([C:35]3[CH:40]=[CH:39][C:38]([F:41])=[C:37]([CH3:42])[CH:36]=3)[C:20]=2[O:31][CH2:32][C:33]([OH:48])=[O:34])=[CH:24][C:25]=1[CH3:30]. The yield is 0.366. (9) The reactants are [OH:1][CH:2]([C:6]1[CH:7]=[C:8]2[C:31](=[CH:32][CH:33]=1)[C:12]1=[N:13][O:14][C:15]([C:16]3[C:20]([C:21]([F:24])([F:23])[F:22])=[C:19]([C:25]4[CH:30]=[CH:29][CH:28]=[CH:27][CH:26]=4)[O:18][N:17]=3)=[C:11]1[CH2:10][CH2:9]2)[C:3]([OH:5])=[O:4].[CH3:34][Si](C=[N+]=[N-])(C)C.CC(O)=O. The catalyst is ClCCl.CO. The product is [OH:1][CH:2]([C:6]1[CH:7]=[C:8]2[C:31](=[CH:32][CH:33]=1)[C:12]1=[N:13][O:14][C:15]([C:16]3[C:20]([C:21]([F:22])([F:23])[F:24])=[C:19]([C:25]4[CH:26]=[CH:27][CH:28]=[CH:29][CH:30]=4)[O:18][N:17]=3)=[C:11]1[CH2:10][CH2:9]2)[C:3]([O:5][CH3:34])=[O:4]. The yield is 0.970.